Dataset: Catalyst prediction with 721,799 reactions and 888 catalyst types from USPTO. Task: Predict which catalyst facilitates the given reaction. (1) Reactant: C(OC([N:8]1[CH2:14][CH2:13][CH2:12][CH:11]([CH:15]([O:17][C:18]2[CH:40]=[CH:39][C:21]3[C:22]4[N:26]([CH2:27][CH2:28][O:29][C:20]=3[CH:19]=2)[CH:25]=[C:24]([C:30]2[N:31]([CH:36]([CH3:38])[CH3:37])[N:32]=[C:33]([CH3:35])[N:34]=2)[N:23]=4)[CH3:16])[CH2:10][CH2:9]1)=O)(C)(C)C.Cl. Product: [NH:8]1[CH2:14][CH2:13][CH2:12][CH:11]([CH:15]([O:17][C:18]2[CH:40]=[CH:39][C:21]3[C:22]4[N:26]([CH2:27][CH2:28][O:29][C:20]=3[CH:19]=2)[CH:25]=[C:24]([C:30]2[N:31]([CH:36]([CH3:37])[CH3:38])[N:32]=[C:33]([CH3:35])[N:34]=2)[N:23]=4)[CH3:16])[CH2:10][CH2:9]1. The catalyst class is: 12. (2) Reactant: [NH:1]([C:6]([O:8][C:9]([CH3:12])([CH3:11])[CH3:10])=[O:7])[CH2:2][C:3](O)=[O:4].CO[N-]C.[H-].[H-].[H-].[H-].[Li+].[Al+3].C(OCC)C.S([O-])(O)(=O)=O.[K+]. Product: [C:6]([NH:1][CH2:2][CH:3]=[O:4])([O:8][C:9]([CH3:10])([CH3:11])[CH3:12])=[O:7]. The catalyst class is: 20. (3) Reactant: [NH2:1][C:2]([C:4]1[CH:5]=[N:6][C:7]2[C:12]([C:13]=1[NH:14][C:15]1[CH:20]=[CH:19][CH:18]=[C:17]([CH2:21][OH:22])[C:16]=1[CH2:23][CH3:24])=[CH:11][C:10]([O:25][CH3:26])=[C:9]([O:27][CH:28]1[CH2:33][CH2:32][N:31](C(OC(C)(C)C)=O)[CH2:30][CH2:29]1)[CH:8]=2)=[O:3].FC(F)(F)C(O)=O. Product: [CH2:23]([C:16]1[C:17]([CH2:21][OH:22])=[CH:18][CH:19]=[CH:20][C:15]=1[NH:14][C:13]1[C:12]2[C:7](=[CH:8][C:9]([O:27][CH:28]3[CH2:33][CH2:32][NH:31][CH2:30][CH2:29]3)=[C:10]([O:25][CH3:26])[CH:11]=2)[N:6]=[CH:5][C:4]=1[C:2]([NH2:1])=[O:3])[CH3:24]. The catalyst class is: 4.